Dataset: Full USPTO retrosynthesis dataset with 1.9M reactions from patents (1976-2016). Task: Predict the reactants needed to synthesize the given product. (1) Given the product [C:1]([C:3]1[CH:8]=[CH:7][C:6]([N:9]([CH2:14][CH:15]2[CH2:17][CH2:16]2)[CH2:10][C:11]([NH:30][C@H:28]([C:22]2[CH:27]=[CH:26][CH:25]=[CH:24][CH:23]=2)[CH3:29])=[O:13])=[CH:5][C:4]=1[C:18]([F:21])([F:20])[F:19])#[N:2], predict the reactants needed to synthesize it. The reactants are: [C:1]([C:3]1[CH:8]=[CH:7][C:6]([N:9]([CH2:14][CH:15]2[CH2:17][CH2:16]2)[CH2:10][C:11]([OH:13])=O)=[CH:5][C:4]=1[C:18]([F:21])([F:20])[F:19])#[N:2].[C:22]1([C@@H:28]([NH2:30])[CH3:29])[CH:27]=[CH:26][CH:25]=[CH:24][CH:23]=1. (2) Given the product [C@:47]12([CH2:57][S:58]([OH:61])(=[O:59])=[O:60])[C:54]([CH3:56])([CH3:55])[CH:51]([CH2:52][CH2:53]1)[CH2:50][C:48]2=[O:49].[C@:47]12([CH2:57][S:58]([OH:61])(=[O:59])=[O:60])[C:54]([CH3:56])([CH3:55])[CH:51]([CH2:52][CH2:53]1)[CH2:50][C:48]2=[O:49].[F:1][C:2]1[CH:24]=[CH:23][C:22]([CH2:25][N:26]2[CH2:27][CH2:28][C:29]3([O:34][CH2:33][CH2:32][N:31]([C:35]([C:37]4[N:38]=[C:39]([CH:42]([CH3:44])[CH3:43])[S:40][CH:41]=4)=[O:36])[CH2:30]3)[CH2:45][CH2:46]2)=[CH:21][C:3]=1[CH2:4][CH2:5][NH:6][CH2:7][C@@H:8]([C:10]1[C:18]2[S:17][C:16](=[O:19])[NH:15][C:14]=2[C:13]([OH:20])=[CH:12][CH:11]=1)[OH:9], predict the reactants needed to synthesize it. The reactants are: [F:1][C:2]1[CH:24]=[CH:23][C:22]([CH2:25][N:26]2[CH2:46][CH2:45][C:29]3([O:34][CH2:33][CH2:32][N:31]([C:35]([C:37]4[N:38]=[C:39]([CH:42]([CH3:44])[CH3:43])[S:40][CH:41]=4)=[O:36])[CH2:30]3)[CH2:28][CH2:27]2)=[CH:21][C:3]=1[CH2:4][CH2:5][NH:6][CH2:7][C@@H:8]([C:10]1[C:18]2[S:17][C:16](=[O:19])[NH:15][C:14]=2[C:13]([OH:20])=[CH:12][CH:11]=1)[OH:9].[C@:47]12([CH2:57][S:58]([OH:61])(=[O:60])=[O:59])[C:54]([CH3:56])([CH3:55])[CH:51]([CH2:52][CH2:53]1)[CH2:50][C:48]2=[O:49]. (3) Given the product [Cl:1][C:2]1[N:3]=[CH:4][C:5]([CH:8]2[CH2:12][CH2:11][C:10](=[O:13])[CH2:9]2)=[CH:6][CH:7]=1, predict the reactants needed to synthesize it. The reactants are: [Cl:1][C:2]1[CH:7]=[CH:6][C:5]([CH:8]2[CH2:12][CH2:11][C:10]([O:13][Si](C)(C)C)=[CH:9]2)=[CH:4][N:3]=1.Cl. (4) Given the product [CH2:6]([O:5][C:3]([C:2]1[C:1](=[O:9])[N:22]([CH2:21][C:20]2[CH:35]=[CH:36][C:17]([F:16])=[CH:18][CH:19]=2)[C:27]2[C:26]([C:25]=1[OH:24])=[CH:31][C:30]([CH3:32])=[CH:29][CH:28]=2)=[O:4])[CH3:7], predict the reactants needed to synthesize it. The reactants are: [C:1]([O:9]CC)(=O)[CH2:2][C:3]([O:5][CH2:6][CH3:7])=[O:4].[H-].[Na+].[H][H].[F:16][C:17]1[CH:36]=[CH:35][C:20]([CH2:21][N:22]2[C:27]3[CH:28]=[CH:29][C:30]([CH3:32])=[CH:31][C:26]=3[C:25](=O)[O:24]C2=O)=[CH:19][CH:18]=1. (5) The reactants are: Cl.[NH2:2][C@@H:3]([CH2:25][CH:26]1[CH2:30][CH2:29][CH2:28][CH2:27]1)[C:4]([NH:6][C@H:7]1[CH2:13][CH2:12][C@@H:11]([CH3:14])[N:10]([S:15]([C:18]2[CH:23]=[CH:22][CH:21]=[CH:20][N:19]=2)(=[O:17])=[O:16])[CH2:9][C@@H:8]1[OH:24])=[O:5].[F:31][C:32]([F:48])([F:47])[C:33]1[CH:34]=[C:35]([C:39]2[O:43][C:42]([C:44](O)=[O:45])=[CH:41][CH:40]=2)[CH:36]=[CH:37][CH:38]=1.CC(OI1(OC(C)=O)(OC(C)=O)OC(=O)C2C=CC=CC1=2)=O. Given the product [CH:26]1([CH2:25][C@H:3]([NH:2][C:44]([C:42]2[O:43][C:39]([C:35]3[CH:36]=[CH:37][CH:38]=[C:33]([C:32]([F:48])([F:31])[F:47])[CH:34]=3)=[CH:40][CH:41]=2)=[O:45])[C:4](=[O:5])[NH:6][C@H:7]2[CH2:13][CH2:12][C@@H:11]([CH3:14])[N:10]([S:15]([C:18]3[CH:23]=[CH:22][CH:21]=[CH:20][N:19]=3)(=[O:16])=[O:17])[CH2:9][C:8]2=[O:24])[CH2:27][CH2:28][CH2:29][CH2:30]1, predict the reactants needed to synthesize it.